From a dataset of Forward reaction prediction with 1.9M reactions from USPTO patents (1976-2016). Predict the product of the given reaction. (1) Given the reactants [F:1][C:2]1[C:3]([C:22]2[S:26][C:25]([C:27]3([OH:31])[CH2:30][CH2:29][CH2:28]3)=[N:24][CH:23]=2)=[C:4]2[CH:10]=[C:9](I)[N:8]([S:12]([C:15]3[CH:21]=[CH:20][C:18]([CH3:19])=[CH:17][CH:16]=3)(=[O:14])=[O:13])[C:5]2=[N:6][CH:7]=1.[CH3:32][O:33][C:34]1[CH:35]=[C:36]2[C:40](=[CH:41][CH:42]=1)[N:39]([C:43]([O:45][C:46]([CH3:49])([CH3:48])[CH3:47])=[O:44])[CH:38]=[C:37]2B1OC(C)(C)C(C)(C)O1.C(=O)(O)[O-], predict the reaction product. The product is: [F:1][C:2]1[C:3]([C:22]2[S:26][C:25]([C:27]3([OH:31])[CH2:30][CH2:29][CH2:28]3)=[N:24][CH:23]=2)=[C:4]2[CH:10]=[C:9]([C:37]3[C:36]4[C:40](=[CH:41][CH:42]=[C:34]([O:33][CH3:32])[CH:35]=4)[N:39]([C:43]([O:45][C:46]([CH3:49])([CH3:48])[CH3:47])=[O:44])[CH:38]=3)[N:8]([S:12]([C:15]3[CH:21]=[CH:20][C:18]([CH3:19])=[CH:17][CH:16]=3)(=[O:14])=[O:13])[C:5]2=[N:6][CH:7]=1. (2) Given the reactants [Cl:1][C:2]1[N:7]=[C:6](SC)[N:5]2[CH:10]=[C:11]([CH2:13][N:14]([CH3:16])[CH3:15])[N:12]=[C:4]2[CH:3]=1.[OH-:17].[K+], predict the reaction product. The product is: [Cl:1][C:2]1[N:7]=[C:6]([OH:17])[N:5]2[CH:10]=[C:11]([CH2:13][N:14]([CH3:16])[CH3:15])[N:12]=[C:4]2[CH:3]=1. (3) Given the reactants [CH3:1][O:2][C:3]1[CH:8]=[CH:7][CH:6]=[CH:5][C:4]=1[CH:9]1[CH2:14][CH2:13][CH2:12][CH2:11][C:10]1=[O:15].[Br:16]Br, predict the reaction product. The product is: [Br:16][CH:11]1[CH2:12][CH2:13][CH2:14][CH:9]([C:4]2[CH:5]=[CH:6][CH:7]=[CH:8][C:3]=2[O:2][CH3:1])[C:10]1=[O:15]. (4) The product is: [CH3:10][O:11][C:12]1[CH:17]=[CH:16][C:15]([NH:18][C:19]([N:2]2[CH2:3][C:4]3[C:9](=[CH:8][CH:7]=[CH:6][CH:5]=3)[CH2:1]2)=[O:20])=[C:14]([CH3:21])[CH:13]=1. Given the reactants [CH2:1]1[C:9]2[C:4](=[CH:5][CH:6]=[CH:7][CH:8]=2)[CH2:3][NH:2]1.[CH3:10][O:11][C:12]1[CH:17]=[CH:16][C:15]([N:18]=[C:19]=[O:20])=[C:14]([CH3:21])[CH:13]=1, predict the reaction product. (5) Given the reactants [C:1]([O:5][C:6](=[O:16])[NH:7][C:8]1[CH:13]=[CH:12][C:11]([CH2:14]O)=[CH:10][CH:9]=1)([CH3:4])([CH3:3])[CH3:2].C1(P(C2C=CC=CC=2)C2C=CC=CC=2)C=CC=CC=1.[Br:36]N1C(=O)CCC1=O, predict the reaction product. The product is: [C:1]([O:5][C:6](=[O:16])[NH:7][C:8]1[CH:13]=[CH:12][C:11]([CH2:14][Br:36])=[CH:10][CH:9]=1)([CH3:4])([CH3:3])[CH3:2].